Dataset: Forward reaction prediction with 1.9M reactions from USPTO patents (1976-2016). Task: Predict the product of the given reaction. (1) Given the reactants [CH3:1][O:2][C:3]1[CH:4]=[C:5]([CH:20]=[CH:21][C:22]=1[O:23][CH3:24])[C:6]([N:8]1[C:17]2[C:12](=[CH:13][CH:14]=[CH:15][CH:16]=2)[C@H:11](O)[CH2:10][C@@H:9]1[CH3:19])=[O:7].[CH2:25]1[C:34]2[C:29](=[CH:30][CH:31]=[CH:32][CH:33]=2)[CH2:28][CH2:27][NH:26]1, predict the reaction product. The product is: [CH3:1][O:2][C:3]1[CH:4]=[C:5]([CH:20]=[CH:21][C:22]=1[O:23][CH3:24])[C:6]([N:8]1[C:17]2[C:12](=[CH:13][CH:14]=[CH:15][CH:16]=2)[CH:11]([N:26]2[CH2:27][CH2:28][C:29]3[C:34](=[CH:33][CH:32]=[CH:31][CH:30]=3)[CH2:25]2)[CH2:10][CH:9]1[CH3:19])=[O:7]. (2) Given the reactants N[C:2]1[N:3]=[C:4](Cl)[C:5]2[C:10]([CH3:11])=[CH:9][N:8]([C@@H]3O[C@H](CO)[C@@H](O)[C@H]3OC)[C:6]=2[N:7]=1.[CH3:23][O-:24].[Na+].CO, predict the reaction product. The product is: [CH3:23][O:24][C:4]1[C:5]2[C:10]([CH3:11])=[CH:9][NH:8][C:6]=2[N:7]=[CH:2][N:3]=1. (3) Given the reactants N1C=CC=CC=1.Cl.CN(C)CCCN=C=NCC.[CH3:19][N:20]1[C:28]2[C:23](=[C:24]([NH2:29])[CH:25]=[CH:26][CH:27]=2)[CH:22]=[CH:21]1.[N:30]1([C:36]2[N:37]=[C:38]([CH2:43][C:44]([O-])=[O:45])[NH:39][C:40](=[O:42])[CH:41]=2)[CH2:35][CH2:34][O:33][CH2:32][CH2:31]1.[Na+], predict the reaction product. The product is: [CH3:19][N:20]1[C:28]2[C:23](=[C:24]([NH:29][C:44](=[O:45])[CH2:43][C:38]3[NH:39][C:40](=[O:42])[CH:41]=[C:36]([N:30]4[CH2:35][CH2:34][O:33][CH2:32][CH2:31]4)[N:37]=3)[CH:25]=[CH:26][CH:27]=2)[CH:22]=[CH:21]1. (4) The product is: [CH3:16][C:15]1[C:3]2[C:2](=[O:26])[C:11]3[C:6](=[CH:7][CH:8]=[CH:9][C:10]=3[CH3:12])[NH:5][C:4]=2[N:13]([C:17]2[CH:22]=[CH:21][CH:20]=[CH:19][N:18]=2)[N:14]=1. Given the reactants Cl[C:2]1[C:11]2[C:6](=[CH:7][CH:8]=[CH:9][C:10]=2[CH3:12])[N:5]=[C:4]2[N:13]([C:17]3[CH:22]=[CH:21][CH:20]=[CH:19][N:18]=3)[N:14]=[C:15]([CH3:16])[C:3]=12.[I-].[Na+].Cl.[OH-:26].[Na+], predict the reaction product. (5) Given the reactants [F:1][C:2]1([F:17])[C:10]2[C:5](=[CH:6][C:7]([OH:14])=[C:8]([N+:11]([O-])=O)[CH:9]=2)[C:4]([F:16])([F:15])[O:3]1.C(O)(=O)C, predict the reaction product. The product is: [NH2:11][C:8]1[CH:9]=[C:10]2[C:5]([C:4]([F:16])([F:15])[O:3][C:2]2([F:1])[F:17])=[CH:6][C:7]=1[OH:14]. (6) Given the reactants [CH3:1][Si:2]([CH3:52])([CH3:51])[CH2:3][CH2:4][O:5][CH2:6][N:7]([CH2:43][O:44][CH2:45][CH2:46][Si:47]([CH3:50])([CH3:49])[CH3:48])[C:8]1[N:13]2[N:14]=[CH:15][C:16]([C:17]3[CH:18]=[N:19][C:20]([C:23]4[CH:28]=[CH:27][CH:26]=[CH:25][CH:24]=4)=[CH:21][CH:22]=3)=[C:12]2[N:11]=[C:10]([CH:29]2[CH2:34][CH2:33][N:32]([C:35]([O:37][C:38]([CH3:41])([CH3:40])[CH3:39])=[O:36])[CH2:31][CH2:30]2)[C:9]=1Br.[Sn]([C:66]#[N:67])(CCCC)(CCCC)CCCC, predict the reaction product. The product is: [CH3:1][Si:2]([CH3:52])([CH3:51])[CH2:3][CH2:4][O:5][CH2:6][N:7]([CH2:43][O:44][CH2:45][CH2:46][Si:47]([CH3:50])([CH3:49])[CH3:48])[C:8]1[N:13]2[N:14]=[CH:15][C:16]([C:17]3[CH:18]=[N:19][C:20]([C:23]4[CH:28]=[CH:27][CH:26]=[CH:25][CH:24]=4)=[CH:21][CH:22]=3)=[C:12]2[N:11]=[C:10]([CH:29]2[CH2:34][CH2:33][N:32]([C:35]([O:37][C:38]([CH3:41])([CH3:40])[CH3:39])=[O:36])[CH2:31][CH2:30]2)[C:9]=1[C:66]#[N:67].